This data is from Reaction yield outcomes from USPTO patents with 853,638 reactions. The task is: Predict the reaction yield, written as a fraction of the theoretical maximum amount of product (1.0 means a 100% yield; for example, 0.34 means a 34% yield). (1) The reactants are C(OC([NH:8][C:9]1[C:10]([NH:15][C:16](=[O:25])[C:17]2[CH:22]=[CH:21][C:20]([O:23][CH3:24])=[CH:19][CH:18]=2)=[N:11][CH:12]=[CH:13][CH:14]=1)=O)(C)(C)C.B(F)(F)F.CCOCC.C(=O)(O)[O-].[Na+].C(OCC)(=O)C. The catalyst is C(O)(=O)C. The product is [CH3:24][O:23][C:20]1[CH:19]=[CH:18][C:17]([C:16]([NH:15][C:10]2[C:9]([NH2:8])=[CH:14][CH:13]=[CH:12][N:11]=2)=[O:25])=[CH:22][CH:21]=1. The yield is 0.490. (2) The reactants are [OH:1][CH2:2][C@@H:3]1[CH2:8][N:7]([C:9]([O:11][CH2:12][C:13]2[CH:18]=[CH:17][CH:16]=[CH:15][CH:14]=2)=[O:10])[CH2:6][CH2:5][N:4]1C(OC(C)(C)C)=O.[ClH:26]. The catalyst is C(#N)C. The product is [ClH:26].[OH:1][CH2:2][C@H:3]1[NH:4][CH2:5][CH2:6][N:7]([C:9]([O:11][CH2:12][C:13]2[CH:18]=[CH:17][CH:16]=[CH:15][CH:14]=2)=[O:10])[CH2:8]1. The yield is 1.00. (3) The reactants are [NH2:1][CH:2]1[CH2:7][CH2:6][N:5]([CH3:8])[CH2:4][CH2:3]1.CN(C(ON1N=NC2C=CC=NC1=2)=[N+](C)C)C.F[P-](F)(F)(F)(F)F.[N+:33]([C:36]1[C:41]2[O:42][CH2:43][O:44][C:40]=2[C:39]([C:45](O)=[O:46])=[CH:38][CH:37]=1)([O-:35])=[O:34].C(N(C(C)C)CC)(C)C. The catalyst is CN(C=O)C. The product is [CH3:8][N:5]1[CH2:6][CH2:7][CH:2]([NH:1][C:45]([C:39]2[C:40]3[O:44][CH2:43][O:42][C:41]=3[C:36]([N+:33]([O-:35])=[O:34])=[CH:37][CH:38]=2)=[O:46])[CH2:3][CH2:4]1. The yield is 0.510. (4) The reactants are [C:1]([O:5][C:6]([NH:8][C@@H:9]([CH2:13][NH:14][C:15]1[CH:20]=[CH:19][CH:18]=[CH:17][C:16]=1[NH2:21])[C:10]([OH:12])=O)=[O:7])([CH3:4])([CH3:3])[CH3:2].C(OC(N[C@@H:30](CNC1C=CC=CC=1[N+]([O-])=O)[C:31]([OH:33])=[O:32])=O)(C)(C)C.[CH3:45]O. The catalyst is [Pd]. The product is [CH3:45][O:33][C:31](=[O:32])[CH2:30][N:21]1[C:16]2[CH:17]=[CH:18][CH:19]=[CH:20][C:15]=2[NH:14][CH2:13][C@H:9]([NH:8][C:6]([O:5][C:1]([CH3:2])([CH3:3])[CH3:4])=[O:7])[C:10]1=[O:12]. The yield is 1.00. (5) The reactants are [N+:1]([C:4]1[CH:9]=[CH:8][C:7]([CH2:10][CH2:11][C:12](=[O:17])[CH2:13][C:14](=[O:16])[CH3:15])=[CH:6][CH:5]=1)([O-])=O.[O:18]1[C:23](=[O:24])[CH2:22][CH2:21][CH2:20][C:19]1=[O:25]. The catalyst is O1CCCC1. The product is [O:17]=[C:12]([CH2:13][C:14](=[O:16])[CH3:15])[CH2:11][CH2:10][C:7]1[CH:8]=[CH:9][C:4]([NH:1][C:23]([CH2:22][CH2:21][CH2:20][C:19]([OH:25])=[O:18])=[O:24])=[CH:5][CH:6]=1. The yield is 0.970. (6) The reactants are [C:1]([O:5][C:6]1[CH:11]=[N:10][CH:9]=[C:8]([CH:12]=[CH2:13])[N:7]=1)([CH3:4])([CH3:3])[CH3:2].[F:14][C:15]1[CH:28]=[CH:27][CH:26]=[CH:25][C:16]=1[O:17][CH2:18][CH:19]1[CH2:24][CH2:23][NH:22][CH2:21][CH2:20]1. The catalyst is C(O)C. The product is [C:1]([O:5][C:6]1[CH:11]=[N:10][CH:9]=[C:8]([CH2:12][CH2:13][N:22]2[CH2:21][CH2:20][CH:19]([CH2:18][O:17][C:16]3[CH:25]=[CH:26][CH:27]=[CH:28][C:15]=3[F:14])[CH2:24][CH2:23]2)[N:7]=1)([CH3:4])([CH3:3])[CH3:2]. The yield is 0.120.